Dataset: Reaction yield outcomes from USPTO patents with 853,638 reactions. Task: Predict the reaction yield, written as a fraction of the theoretical maximum amount of product (1.0 means a 100% yield; for example, 0.34 means a 34% yield). (1) The reactants are Br[C:2]1[CH:3]=[C:4]2[C:10]([C:11]3[CH:12]=[N:13][N:14]([CH2:16][C:17]4[CH:22]=[CH:21][CH:20]=[C:19]([F:23])[CH:18]=4)[CH:15]=3)=[CH:9][N:8]([S:24]([C:27]3[CH:33]=[CH:32][C:30]([CH3:31])=[CH:29][CH:28]=3)(=[O:26])=[O:25])[C:5]2=[N:6][CH:7]=1.[CH3:34][O:35][C:36]1[CH:41]=[CH:40][C:39](B2OC(C)(C)C(C)(C)O2)=[CH:38][C:37]=1[NH:51][S:52]([CH3:55])(=[O:54])=[O:53].C(=O)([O-])[O-].[Na+].[Na+]. The catalyst is Cl[Pd](Cl)([P](C1C=CC=CC=1)(C1C=CC=CC=1)C1C=CC=CC=1)[P](C1C=CC=CC=1)(C1C=CC=CC=1)C1C=CC=CC=1.C1(C)C=CC=CC=1.C(O)C.O. The product is [F:23][C:19]1[CH:18]=[C:17]([CH:22]=[CH:21][CH:20]=1)[CH2:16][N:14]1[CH:15]=[C:11]([C:10]2[C:4]3[C:5](=[N:6][CH:7]=[C:2]([C:39]4[CH:40]=[CH:41][C:36]([O:35][CH3:34])=[C:37]([NH:51][S:52]([CH3:55])(=[O:53])=[O:54])[CH:38]=4)[CH:3]=3)[N:8]([S:24]([C:27]3[CH:33]=[CH:32][C:30]([CH3:31])=[CH:29][CH:28]=3)(=[O:26])=[O:25])[CH:9]=2)[CH:12]=[N:13]1. The yield is 0.624. (2) The reactants are [CH2:1]([C:5]1[CH:10]=[CH:9][CH:8]=[CH:7][C:6]=1[CH2:11][OH:12])[CH2:2][CH:3]=[CH2:4].[CH2:13]([O:16][C:17]1([CH3:46])[CH2:22][CH2:21][N:20]([C:23]2[N:28]3[N:29]=[C:30]([CH2:32]I)[CH:31]=[C:27]3[N:26]=[C:25]([CH3:34])[C:24]=2[C@H:35]([O:41][C:42]([CH3:45])([CH3:44])[CH3:43])[C:36]([O:38][CH2:39][CH3:40])=[O:37])[CH2:19][CH2:18]1)[CH:14]=[CH2:15].[H-].[Na+]. The catalyst is CN(C=O)C. The product is [CH2:13]([O:16][C:17]1([CH3:46])[CH2:18][CH2:19][N:20]([C:23]2[N:28]3[N:29]=[C:30]([CH2:32][O:12][CH2:11][C:6]4[CH:7]=[CH:8][CH:9]=[CH:10][C:5]=4[CH2:1][CH2:2][CH:3]=[CH2:4])[CH:31]=[C:27]3[N:26]=[C:25]([CH3:34])[C:24]=2[C@H:35]([O:41][C:42]([CH3:45])([CH3:44])[CH3:43])[C:36]([O:38][CH2:39][CH3:40])=[O:37])[CH2:21][CH2:22]1)[CH:14]=[CH2:15]. The yield is 0.452. (3) The reactants are [C:1](Cl)(=[O:5])[C:2](Cl)=O.Cl.[CH:8]1([C@H:11]([NH:15][CH2:16][C:17]#[N:18])[CH2:12]OC)CC1.O1[CH2:24][CH2:23][O:22][CH2:21]C1. The catalyst is C(Cl)Cl. The product is [CH:11]1([N:15]2[CH:16]=[CH:17][N:18]=[C:2]([CH2:24][CH2:23][O:22][CH3:21])[C:1]2=[O:5])[CH2:8][CH2:12]1. The yield is 0.690.